Dataset: Peptide-MHC class II binding affinity with 134,281 pairs from IEDB. Task: Regression. Given a peptide amino acid sequence and an MHC pseudo amino acid sequence, predict their binding affinity value. This is MHC class II binding data. (1) The peptide sequence is GYKVQTNGPWMQVPL. The MHC is DRB1_0801 with pseudo-sequence DRB1_0801. The binding affinity (normalized) is 0.330. (2) The peptide sequence is HSRNLINELSERMAG. The MHC is DRB1_1602 with pseudo-sequence DRB1_1602. The binding affinity (normalized) is 0.246.